Dataset: CYP3A4 substrate classification data from Carbon-Mangels et al.. Task: Regression/Classification. Given a drug SMILES string, predict its absorption, distribution, metabolism, or excretion properties. Task type varies by dataset: regression for continuous measurements (e.g., permeability, clearance, half-life) or binary classification for categorical outcomes (e.g., BBB penetration, CYP inhibition). Dataset: cyp3a4_substrate_carbonmangels. (1) The compound is CN(CCOc1ccc(NS(C)(=O)=O)cc1)CCc1ccc(NS(C)(=O)=O)cc1. The result is 1 (substrate). (2) The result is 1 (substrate). The drug is C#C[C@]1(O)CC[C@H]2[C@@H]3CCC4=CC(=O)CC[C@@H]4[C@H]3CC[C@@]21CC. (3) The compound is Nc1ccc(S(N)(=O)=O)cc1. The result is 0 (non-substrate). (4) The result is 1 (substrate). The drug is CCOC(=O)N1CCC(=C2c3ccc(Cl)cc3CCc3cccnc32)CC1. (5) The compound is CO[C@]12CC[C@@]3(C[C@@H]1[C@](C)(O)C(C)(C)C)[C@H]1Cc4ccc(O)c5c4[C@@]3(CCN1CC1CC1)[C@@H]2O5. The result is 1 (substrate).